This data is from NCI-60 drug combinations with 297,098 pairs across 59 cell lines. The task is: Regression. Given two drug SMILES strings and cell line genomic features, predict the synergy score measuring deviation from expected non-interaction effect. (1) Drug 1: C1=NC2=C(N=C(N=C2N1C3C(C(C(O3)CO)O)O)F)N. Drug 2: C1=CC=C(C(=C1)C(C2=CC=C(C=C2)Cl)C(Cl)Cl)Cl. Cell line: SNB-19. Synergy scores: CSS=21.5, Synergy_ZIP=-5.41, Synergy_Bliss=1.48, Synergy_Loewe=-15.3, Synergy_HSA=0.0984. (2) Drug 1: C1=CC(=CC=C1CCCC(=O)O)N(CCCl)CCCl. Drug 2: CC(C)CN1C=NC2=C1C3=CC=CC=C3N=C2N. Cell line: UO-31. Synergy scores: CSS=7.20, Synergy_ZIP=-4.92, Synergy_Bliss=-4.80, Synergy_Loewe=-4.67, Synergy_HSA=-4.62. (3) Drug 1: C(CC(=O)O)C(=O)CN.Cl. Drug 2: COCCOC1=C(C=C2C(=C1)C(=NC=N2)NC3=CC=CC(=C3)C#C)OCCOC.Cl. Cell line: EKVX. Synergy scores: CSS=12.4, Synergy_ZIP=-4.42, Synergy_Bliss=0.513, Synergy_Loewe=-2.30, Synergy_HSA=0.373. (4) Drug 1: CC1=CC2C(CCC3(C2CCC3(C(=O)C)OC(=O)C)C)C4(C1=CC(=O)CC4)C. Drug 2: CC1CCC2CC(C(=CC=CC=CC(CC(C(=O)C(C(C(=CC(C(=O)CC(OC(=O)C3CCCCN3C(=O)C(=O)C1(O2)O)C(C)CC4CCC(C(C4)OC)OCCO)C)C)O)OC)C)C)C)OC. Cell line: SW-620. Synergy scores: CSS=8.59, Synergy_ZIP=-3.76, Synergy_Bliss=1.73, Synergy_Loewe=-11.3, Synergy_HSA=-0.740. (5) Drug 1: CC1C(C(CC(O1)OC2CC(CC3=C2C(=C4C(=C3O)C(=O)C5=C(C4=O)C(=CC=C5)OC)O)(C(=O)CO)O)N)O.Cl. Drug 2: C1=CC(=CC=C1CCCC(=O)O)N(CCCl)CCCl. Cell line: OVCAR-5. Synergy scores: CSS=2.25, Synergy_ZIP=-0.0142, Synergy_Bliss=2.46, Synergy_Loewe=0.540, Synergy_HSA=0.857. (6) Drug 1: C1=C(C(=O)NC(=O)N1)F. Drug 2: C(CC(=O)O)C(=O)CN.Cl. Cell line: ACHN. Synergy scores: CSS=50.1, Synergy_ZIP=7.60, Synergy_Bliss=7.56, Synergy_Loewe=-8.22, Synergy_HSA=7.48. (7) Drug 2: C1=NC2=C(N1)C(=S)N=CN2. Cell line: A498. Synergy scores: CSS=31.1, Synergy_ZIP=-5.99, Synergy_Bliss=-1.45, Synergy_Loewe=-2.30, Synergy_HSA=0.346. Drug 1: CC1OCC2C(O1)C(C(C(O2)OC3C4COC(=O)C4C(C5=CC6=C(C=C35)OCO6)C7=CC(=C(C(=C7)OC)O)OC)O)O.